Dataset: Full USPTO retrosynthesis dataset with 1.9M reactions from patents (1976-2016). Task: Predict the reactants needed to synthesize the given product. Given the product [ClH:2].[F:31][C:3]1[CH:8]=[CH:7][CH:6]=[CH:5][C:4]=1[CH:9]([N:13]1[CH2:18][CH2:17][N:16]([CH3:19])[CH2:15][CH2:14]1)[C:10]([OH:12])=[O:11], predict the reactants needed to synthesize it. The reactants are: Cl.[Cl:2][C:3]1[CH:8]=[CH:7][CH:6]=[CH:5][C:4]=1[CH:9]([N:13]1[CH2:18][CH2:17][N:16]([CH3:19])[CH2:15][CH2:14]1)[C:10]([OH:12])=[O:11].BrC(C1C=CC=CC=1[F:31])C(O)=O.